Dataset: Full USPTO retrosynthesis dataset with 1.9M reactions from patents (1976-2016). Task: Predict the reactants needed to synthesize the given product. (1) Given the product [CH3:1][C:2]1([CH3:9])[O:6][C@@H:5]([CH2:7][OH:8])[CH2:4][O:3]1.[CH3:10][C:11]1([CH3:29])[O:15][C@@H:14]([CH2:16][O:17][NH2:18])[CH2:13][O:12]1, predict the reactants needed to synthesize it. The reactants are: [CH3:1][C:2]1([CH3:9])[O:6][C@@H:5]([CH2:7][OH:8])[CH2:4][O:3]1.[CH3:10][C:11]1([CH3:29])[O:15][C@@H:14]([CH2:16][O:17][N:18]2C(=O)C3C(=CC=CC=3)C2=O)[CH2:13][O:12]1.CNN. (2) The reactants are: Cl[C:2]1[CH:11]=[CH:10][C:9]2[C:4](=[CH:5][CH:6]=[C:7]([Cl:12])[CH:8]=2)[N:3]=1.[N:13]1([CH:19]=[O:20])[CH2:18][CH2:17][NH:16][CH2:15][CH2:14]1.O. Given the product [Cl:12][C:7]1[CH:8]=[C:9]2[C:4](=[CH:5][CH:6]=1)[N:3]=[C:2]([N:16]1[CH2:17][CH2:18][N:13]([CH:19]=[O:20])[CH2:14][CH2:15]1)[CH:11]=[CH:10]2, predict the reactants needed to synthesize it.